From a dataset of Catalyst prediction with 721,799 reactions and 888 catalyst types from USPTO. Predict which catalyst facilitates the given reaction. (1) Product: [CH2:12]([O:6][CH:3]([CH:2]([CH3:7])[CH3:1])[C:4]#[CH:5])[CH:11]=[CH2:10]. The catalyst class is: 215. Reactant: [CH3:1][CH:2]([CH3:7])[CH:3]([OH:6])[C:4]#[CH:5].[H-].[Na+].[CH2:10](Br)[CH:11]=[CH2:12]. (2) Reactant: [Cl:1][C:2]1[C:3]2[S:16][CH:15]=[CH:14][C:4]=2[N:5]=[C:6]([C:8]2[CH:13]=[CH:12][N:11]=[CH:10][CH:9]=2)[N:7]=1.[N+:17]([O-])([OH:19])=[O:18]. Product: [Cl:1][C:2]1[C:3]2[S:16][CH:15]=[C:14]([N+:17]([O-:19])=[O:18])[C:4]=2[N:5]=[C:6]([C:8]2[CH:13]=[CH:12][N:11]=[CH:10][CH:9]=2)[N:7]=1. The catalyst class is: 65. (3) Reactant: Cl[C:2]1[N:7]=[C:6]([C:8]2[CH:13]=[CH:12][CH:11]=[CH:10][C:9]=2[F:14])[N:5]=[C:4]([NH:15][CH:16]([CH3:18])[CH3:17])[N:3]=1.[N:19]1[CH:24]=[CH:23][C:22]([NH2:25])=[CH:21][CH:20]=1.[F-].[Cs+].CCN(C(C)C)C(C)C. Product: [F:14][C:9]1[CH:10]=[CH:11][CH:12]=[CH:13][C:8]=1[C:6]1[N:5]=[C:4]([NH:15][CH:16]([CH3:18])[CH3:17])[N:3]=[C:2]([NH:25][C:22]2[CH:23]=[CH:24][N:19]=[CH:20][CH:21]=2)[N:7]=1. The catalyst class is: 16. (4) Reactant: [CH:1]1[CH:2]=[CH:3][N:4]2[CH2:10][C:9]3[CH:11]=[CH:12][CH:13]=[CH:14][C:8]=3[N:7]([C:15]([C:17]3[CH:22]=[CH:21][C:20]([C:23]4[CH2:28][CH2:27][CH2:26][C:25](=[O:29])[CH:24]=4)=[CH:19][CH:18]=3)=[O:16])[CH2:6][C:5]=12.[Cl-].[Ce+3].[Cl-].[Cl-].[BH4-].[Na+].[H][H].Cl. Product: [CH:1]1[CH:2]=[CH:3][N:4]2[CH2:10][C:9]3[CH:11]=[CH:12][CH:13]=[CH:14][C:8]=3[N:7]([C:15]([C:17]3[CH:18]=[CH:19][C:20]([C:23]4[CH2:28][CH2:27][CH2:26][CH:25]([OH:29])[CH:24]=4)=[CH:21][CH:22]=3)=[O:16])[CH2:6][C:5]=12. The catalyst class is: 459. (5) Reactant: [Cl:1][C:2]1[CH:7]=[CH:6][C:5]([NH2:8])=[C:4]([NH2:9])[CH:3]=1.[C:10]1([C:24]2[CH:29]=[CH:28][CH:27]=[CH:26][CH:25]=2)[CH:15]=[CH:14][C:13]([CH:16]2[CH2:22][C:21](=O)[O:20][C:18](=[O:19])[CH2:17]2)=[CH:12][CH:11]=1.Cl. Product: [ClH:1].[C:10]1([C:24]2[CH:25]=[CH:26][CH:27]=[CH:28][CH:29]=2)[CH:15]=[CH:14][C:13]([CH:16]([CH2:22][C:21]2[NH:9][C:4]3[CH:3]=[C:2]([Cl:1])[CH:7]=[CH:6][C:5]=3[N:8]=2)[CH2:17][C:18]([OH:20])=[O:19])=[CH:12][CH:11]=1. The catalyst class is: 269. (6) Reactant: [NH2:1][C:2]1[CH:7]=[C:6]([C:8]2[CH:13]=[CH:12][C:11]([Br:14])=[CH:10][CH:9]=2)[NH:5][C:4](=[S:15])[N:3]=1.I[CH2:17][CH3:18].C(=O)(O)[O-].[Na+].O. Product: [Br:14][C:11]1[CH:10]=[CH:9][C:8]([C:6]2[N:5]=[C:4]([S:15][CH2:17][CH3:18])[N:3]=[C:2]([NH2:1])[CH:7]=2)=[CH:13][CH:12]=1. The catalyst class is: 16.